This data is from Reaction yield outcomes from USPTO patents with 853,638 reactions. The task is: Predict the reaction yield, written as a fraction of the theoretical maximum amount of product (1.0 means a 100% yield; for example, 0.34 means a 34% yield). (1) The reactants are C1(P(C2C=CC=CC=2)CCCP(C2C=CC=CC=2)C2C=CC=CC=2)C=CC=CC=1.Br[C:31]1[C:39]2[C:34](=[N:35][CH:36]=[C:37]([C:40]3[CH:41]=[C:42]([CH:46]=[CH:47][C:48]=3[Cl:49])[C:43]([OH:45])=[O:44])[CH:38]=2)[O:33][C:32]=1[C:50]1[CH:55]=[CH:54][C:53]([F:56])=[CH:52][CH:51]=1.[C:57]([O:60][CH2:61]C)(=[O:59])C. The catalyst is CO.CS(C)=O.C([O-])(=O)C.[Pd+2].C([O-])(=O)C. The product is [Cl:49][C:48]1[CH:47]=[CH:46][C:42]([C:43]([OH:45])=[O:44])=[CH:41][C:40]=1[C:37]1[CH:38]=[C:39]2[C:31]([C:57]([O:60][CH3:61])=[O:59])=[C:32]([C:50]3[CH:55]=[CH:54][C:53]([F:56])=[CH:52][CH:51]=3)[O:33][C:34]2=[N:35][CH:36]=1. The yield is 0.670. (2) The reactants are [C:1]([O:5][N:6]=[C:7]1[C:16]2[C:11](=[CH:12][C:13]([O:17][CH2:18][CH2:19][CH2:20]Cl)=[CH:14][CH:15]=2)[O:10][C:9]([C:22]2[N:27]=[CH:26][N:25]3[CH:28]=[CH:29][CH:30]=[C:24]3[CH:23]=2)=[CH:8]1)([CH3:4])([CH3:3])[CH3:2].[NH:31]1[CH2:36][CH2:35][O:34][CH2:33][CH2:32]1. No catalyst specified. The product is [C:1]([O:5][N:6]=[C:7]1[C:16]2[C:11](=[CH:12][C:13]([O:17][CH2:18][CH2:19][CH2:20][N:31]3[CH2:36][CH2:35][O:34][CH2:33][CH2:32]3)=[CH:14][CH:15]=2)[O:10][C:9]([C:22]2[N:27]=[CH:26][N:25]3[CH:28]=[CH:29][CH:30]=[C:24]3[CH:23]=2)=[CH:8]1)([CH3:4])([CH3:3])[CH3:2]. The yield is 0.550. (3) The yield is 0.680. The reactants are [C:1]([NH:8][C@H:9]([C:20]([OH:22])=[O:21])[CH2:10][C:11]1[C:19]2[C:14](=[CH:15][CH:16]=[CH:17][CH:18]=2)[NH:13][CH:12]=1)([O:3][C:4]([CH3:7])([CH3:6])[CH3:5])=[O:2].C(N(CC)CC)C.ClC(O[CH2:34][C:35]1[CH:40]=[CH:39][CH:38]=[CH:37][CH:36]=1)=O. The product is [CH2:34]([O:21][C:20](=[O:22])[C@@H:9]([NH:8][C:1]([O:3][C:4]([CH3:5])([CH3:7])[CH3:6])=[O:2])[CH2:10][C:11]1[C:19]2[C:14](=[CH:15][CH:16]=[CH:17][CH:18]=2)[NH:13][CH:12]=1)[C:35]1[CH:40]=[CH:39][CH:38]=[CH:37][CH:36]=1. The catalyst is ClCCl.CN(C)C1C=CN=CC=1. (4) The reactants are [Br:1][C:2]1[CH:16]=[C:15](/[CH:17]=[CH:18]/[CH:19]([C:24]2[CH:29]=[C:28]([Cl:30])[C:27]([Cl:31])=[C:26]([Cl:32])[CH:25]=2)[C:20]([F:23])([F:22])[F:21])[CH:14]=[CH:13][C:3]=1[C:4]([NH:6][CH:7]1[CH2:12][CH2:11][NH:10][CH2:9][CH2:8]1)=[O:5].[C:33](Cl)(=[O:35])[CH3:34]. The catalyst is C(Cl)Cl. The product is [C:33]([N:10]1[CH2:11][CH2:12][CH:7]([NH:6][C:4](=[O:5])[C:3]2[CH:13]=[CH:14][C:15](/[CH:17]=[CH:18]/[CH:19]([C:24]3[CH:25]=[C:26]([Cl:32])[C:27]([Cl:31])=[C:28]([Cl:30])[CH:29]=3)[C:20]([F:23])([F:21])[F:22])=[CH:16][C:2]=2[Br:1])[CH2:8][CH2:9]1)(=[O:35])[CH3:34]. The yield is 0.500.